This data is from Forward reaction prediction with 1.9M reactions from USPTO patents (1976-2016). The task is: Predict the product of the given reaction. (1) Given the reactants [CH3:1][NH:2][O:3][CH:4]1[CH2:9][CH2:8][N:7]([S:10]([C:13]2[CH:18]=[CH:17][CH:16]=[C:15]([C:19]([F:22])([F:21])[F:20])[CH:14]=2)(=[O:12])=[O:11])[CH2:6][CH2:5]1.ClC([O:26][C:27](Cl)(Cl)Cl)=O.C.[F:32][C:33]1[CH:39]=[CH:38][C:36]([NH2:37])=[CH:35][CH:34]=1.C(N(CC)C(C)C)(C)C, predict the reaction product. The product is: [F:32][C:33]1[CH:39]=[CH:38][C:36]([NH:37][C:27](=[O:26])[N:2]([CH3:1])[O:3][CH:4]2[CH2:5][CH2:6][N:7]([S:10]([C:13]3[CH:18]=[CH:17][CH:16]=[C:15]([C:19]([F:22])([F:20])[F:21])[CH:14]=3)(=[O:12])=[O:11])[CH2:8][CH2:9]2)=[CH:35][CH:34]=1. (2) The product is: [OH:39][CH:11]1[CH2:10][CH2:9][C:8]([OH:40])([CH3:41])[CH:7]([OH:6])[CH:19]=[CH:18][CH:17]([CH3:20])[CH:16](/[C:21](/[CH3:38])=[CH:22]/[CH:23]=[CH:24]/[C:25]([OH:36])([CH3:37])[CH2:26][CH:27]2[O:35][CH:28]2[CH:29]([CH3:34])[CH:30]([OH:33])[CH2:31][CH3:32])[O:15][C:13](=[O:14])[CH2:12]1. Given the reactants CO.C([O:6][CH:7]1[C:8]([CH3:41])([OH:40])[CH2:9][CH2:10][CH:11]([OH:39])[CH2:12][C:13]([O:15][CH:16](/[C:21](/[CH3:38])=[CH:22]/[CH:23]=[CH:24]/[C:25]([CH3:37])([OH:36])[CH2:26][CH:27]2[O:35][CH:28]2[CH:29]([CH3:34])[CH:30]([OH:33])[CH2:31][CH3:32])[CH:17]([CH3:20])[CH:18]=[CH:19]1)=[O:14])(=O)C.C(=O)([O-])[O-].[K+].[K+].O, predict the reaction product. (3) Given the reactants F[C:2]1[CH:10]=[CH:9][C:5]([C:6](O)=[O:7])=[CH:4][C:3]=1[N+]([O-])=O.O[N:15]1C2C=CC=CC=2N=N1.CN(C=O)C.C(N=C=NC(C)C)(C)C, predict the reaction product. The product is: [C:6]([NH2:15])(=[O:7])[C:5]1[CH:9]=[CH:10][CH:2]=[CH:3][CH:4]=1. (4) Given the reactants [N+](C1C=CC(COC([N:12]2[C@H:16]([C:17]([N:19]([CH3:21])[CH3:20])=[O:18])[CH2:15][C@H:14]([S:22][C:23]3[C@H:29]([CH3:30])[C@H:28]4[N:25]([C:26](=[O:34])[C@@H:27]4[C@H:31]([OH:33])[CH3:32])[C:24]=3[C:35]([O:37]CC3C=CC([N+]([O-])=O)=CC=3)=[O:36])[CH2:13]2)=O)=CC=1)([O-])=O.C(OCC)(=O)C.[H][H], predict the reaction product. The product is: [CH3:21][N:19]([CH3:20])[C:17]([C@H:16]1[NH:12][CH2:13][C@@H:14]([S:22][C:23]2[C@H:29]([CH3:30])[C@H:28]3[N:25]([C:26](=[O:34])[C@@H:27]3[C@H:31]([OH:33])[CH3:32])[C:24]=2[C:35]([OH:37])=[O:36])[CH2:15]1)=[O:18].